This data is from Full USPTO retrosynthesis dataset with 1.9M reactions from patents (1976-2016). The task is: Predict the reactants needed to synthesize the given product. (1) Given the product [CH2:1]([O:3][C:4]1[CH:5]=[C:6]([F:30])[C:7]([CH2:8][N:9]2[C:17]3[C:12](=[CH:13][CH:14]=[CH:15][CH:16]=3)[C:11]([C:18]3[N:23]=[C:22]([NH:24][C:41]4[CH:40]=[N:39][N:38]([C:36]([O:35][C:31]([CH3:34])([CH3:33])[CH3:32])=[O:37])[CH:42]=4)[C:21]([O:25][CH3:26])=[CH:20][N:19]=3)=[N:10]2)=[C:27]([F:29])[CH:28]=1)[CH3:2], predict the reactants needed to synthesize it. The reactants are: [CH2:1]([O:3][C:4]1[CH:28]=[C:27]([F:29])[C:7]([CH2:8][N:9]2[C:17]3[C:12](=[CH:13][CH:14]=[CH:15][CH:16]=3)[C:11]([C:18]3[N:23]=[C:22]([NH2:24])[C:21]([O:25][CH3:26])=[CH:20][N:19]=3)=[N:10]2)=[C:6]([F:30])[CH:5]=1)[CH3:2].[C:31]([O:35][C:36]([N:38]1[CH:42]=[C:41](B(O)O)[CH:40]=[N:39]1)=[O:37])([CH3:34])([CH3:33])[CH3:32].C(N(CC)CC)C. (2) Given the product [F:23][C:3]([F:2])([F:22])[C:4]1[CH:5]=[CH:6][C:7]([N:10]2[CH2:11][CH2:12][N:13]([CH2:16][CH2:17][CH2:18][C:19]([N:58]3[CH2:59][CH2:60][CH:61]([NH:64][C:65]4[CH:70]=[CH:69][C:68]([C:71]([F:72])([F:74])[F:73])=[CH:67][N:66]=4)[CH2:62][CH2:63]3)=[O:20])[CH2:14][CH2:15]2)=[CH:8][CH:9]=1, predict the reactants needed to synthesize it. The reactants are: [Li+].[F:2][C:3]([F:23])([F:22])[C:4]1[CH:9]=[CH:8][C:7]([N:10]2[CH2:15][CH2:14][N:13]([CH2:16][CH2:17][CH2:18][C:19]([O-])=[O:20])[CH2:12][CH2:11]2)=[CH:6][CH:5]=1.C(N(C(C)C)CC)(C)C.F[P-](F)(F)(F)(F)F.CN(C)C(ON1C2C=CC=CC=2N=N1)=[N+](C)C.Cl.[NH:58]1[CH2:63][CH2:62][CH:61]([NH:64][C:65]2[CH:70]=[CH:69][C:68]([C:71]([F:74])([F:73])[F:72])=[CH:67][N:66]=2)[CH2:60][CH2:59]1. (3) Given the product [CH3:1][O:2][C:3]1[CH:4]=[CH:5][CH:6]=[C:7]2[C:11]=1[CH:10]([NH:12][C:13]1[CH:22]=[CH:21][C:20]3[C:15](=[CH:16][CH:17]=[C:18]([NH:23][C:31](=[O:32])[CH2:30][C:27]4[CH:28]=[CH:29][N:24]=[CH:25][CH:26]=4)[CH:19]=3)[N:14]=1)[CH2:9][CH2:8]2, predict the reactants needed to synthesize it. The reactants are: [CH3:1][O:2][C:3]1[CH:4]=[CH:5][CH:6]=[C:7]2[C:11]=1[CH:10]([NH:12][C:13]1[CH:22]=[CH:21][C:20]3[C:15](=[CH:16][CH:17]=[C:18]([NH2:23])[CH:19]=3)[N:14]=1)[CH2:9][CH2:8]2.[N:24]1[CH:29]=[CH:28][C:27]([CH2:30][C:31](O)=[O:32])=[CH:26][CH:25]=1. (4) Given the product [CH3:23][O:21][C:20](=[O:22])[CH2:19][C:2]1[CH:1]=[C:6]([I:7])[C:5]([O:8][C:9]2[CH:10]=[C:11]([I:17])[C:12]([OH:16])=[C:13]([I:15])[CH:14]=2)=[C:4]([I:18])[CH:3]=1, predict the reactants needed to synthesize it. The reactants are: [CH:1]1[C:2]([CH2:19][C:20]([OH:22])=[O:21])=[CH:3][C:4]([I:18])=[C:5]([O:8][C:9]2[CH:10]=[C:11]([I:17])[C:12]([OH:16])=[C:13]([I:15])[CH:14]=2)[C:6]=1[I:7].[CH2:23](OC(Cl)=O)C1C=CC=CC=1. (5) Given the product [N:1]([C:3]1[N:8]=[C:7]([N:9]2[CH2:14][CH2:13][O:12][CH2:11][CH2:10]2)[N:6]=[C:5]([O:15][CH2:16][C:17]([CH3:20])([OH:19])[CH3:18])[CH:4]=1)=[N+:2]=[N-:21], predict the reactants needed to synthesize it. The reactants are: [NH:1]([C:3]1[N:8]=[C:7]([N:9]2[CH2:14][CH2:13][O:12][CH2:11][CH2:10]2)[N:6]=[C:5]([O:15][CH2:16][C:17]([CH3:20])([OH:19])[CH3:18])[CH:4]=1)[NH2:2].[N:21]([O-])=O.[Na+].C(OCC)(=O)C.